Dataset: Reaction yield outcomes from USPTO patents with 853,638 reactions. Task: Predict the reaction yield, written as a fraction of the theoretical maximum amount of product (1.0 means a 100% yield; for example, 0.34 means a 34% yield). The reactants are [CH3:1][O:2][C@H:3]([CH3:9])[C@@H:4]([C:6]([OH:8])=[O:7])[NH2:5].C([O-])(O)=O.[Na+].[CH3:15][C:16]([O:19][C:20](O[C:20]([O:19][C:16]([CH3:18])([CH3:17])[CH3:15])=[O:21])=[O:21])([CH3:18])[CH3:17]. The catalyst is C1COCC1.O. The product is [C:16]([O:19][C:20]([NH:5][C@H:4]([C:6]([OH:8])=[O:7])[C@@H:3]([CH3:9])[O:2][CH3:1])=[O:21])([CH3:18])([CH3:17])[CH3:15]. The yield is 0.940.